From a dataset of Peptide-MHC class II binding affinity with 134,281 pairs from IEDB. Regression. Given a peptide amino acid sequence and an MHC pseudo amino acid sequence, predict their binding affinity value. This is MHC class II binding data. (1) The peptide sequence is LKGTFTYNKMTCLIL. The MHC is DRB1_0901 with pseudo-sequence DRB1_0901. The binding affinity (normalized) is 0.447. (2) The peptide sequence is GSFIIDGKSRKECPF. The MHC is HLA-DQA10103-DQB10603 with pseudo-sequence HLA-DQA10103-DQB10603. The binding affinity (normalized) is 0. (3) The peptide sequence is KNVLKVGRLSAEELM. The MHC is H-2-IEd with pseudo-sequence H-2-IEd. The binding affinity (normalized) is 0.245. (4) The peptide sequence is LMAFTAAVTS. The MHC is DRB1_1302 with pseudo-sequence DRB1_1302. The binding affinity (normalized) is 0. (5) The peptide sequence is AFVVAATAANAAPAN. The MHC is DRB1_0802 with pseudo-sequence DRB1_0802. The binding affinity (normalized) is 0.667.